From a dataset of Forward reaction prediction with 1.9M reactions from USPTO patents (1976-2016). Predict the product of the given reaction. (1) Given the reactants [CH3:1][O:2][C:3]([C@H:5]1[CH2:10][CH2:9][C@H:8](C(O)=O)[CH2:7][CH2:6]1)=[O:4].C([N:16]([CH2:19]C)CC)C.C1(P(N=[N+]=[N-])(C2C=CC=CC=2)=[O:28])C=CC=CC=1.[CH2:38]([OH:45])[C:39]1[CH:44]=[CH:43][CH:42]=[CH:41][CH:40]=1.C(O)(=O)CC(CC(O)=O)(C(O)=O)O, predict the reaction product. The product is: [CH2:38]([O:45][C:19]([NH:16][C@H:8]1[CH2:7][CH2:6][C@H:5]([C:3]([O:2][CH3:1])=[O:4])[CH2:10][CH2:9]1)=[O:28])[C:39]1[CH:44]=[CH:43][CH:42]=[CH:41][CH:40]=1. (2) Given the reactants [CH2:1]([O:3][C:4](=[O:27])/[CH:5]=[CH:6]/[C:7]1[N:8]=[CH:9][C:10]([NH:13][C@@H:14]2[CH2:19][CH2:18][CH2:17][N:16](C(OC(C)(C)C)=O)[CH2:15]2)=[N:11][CH:12]=1)[CH3:2].[ClH:28], predict the reaction product. The product is: [ClH:28].[ClH:28].[NH:16]1[CH2:17][CH2:18][CH2:19][C@@H:14]([NH:13][C:10]2[N:11]=[CH:12][C:7](/[CH:6]=[CH:5]/[C:4]([O:3][CH2:1][CH3:2])=[O:27])=[N:8][CH:9]=2)[CH2:15]1.